From a dataset of Full USPTO retrosynthesis dataset with 1.9M reactions from patents (1976-2016). Predict the reactants needed to synthesize the given product. (1) Given the product [CH:1]([C:3]1[CH:8]=[C:7]([O:9][CH3:10])[N:6]=[CH:5][C:4]=1[O:11][CH2:12][C:13]1[C:14]([C:19]2[CH:23]=[CH:22][N:21]([CH2:24][CH2:25][C:26]([OH:28])=[O:27])[N:20]=2)=[N:15][CH:16]=[CH:17][CH:18]=1)=[O:2], predict the reactants needed to synthesize it. The reactants are: [CH:1]([C:3]1[CH:8]=[C:7]([O:9][CH3:10])[N:6]=[CH:5][C:4]=1[O:11][CH2:12][C:13]1[C:14]([C:19]2[CH:23]=[CH:22][N:21]([CH2:24][CH2:25][C:26]([O:28]C)=[O:27])[N:20]=2)=[N:15][CH:16]=[CH:17][CH:18]=1)=[O:2].[OH-].[Na+]. (2) Given the product [N:56]1([S:53]([C:49]2[CH:48]=[C:47]([CH:52]=[CH:51][CH:50]=2)[CH2:46][N:1]2[C:9]3[C:4](=[CH:5][CH:6]=[CH:7][CH:8]=3)[C:3]3([C:21]4[C:12](=[CH:13][C:14]5[O:19][CH2:18][CH2:17][O:16][C:15]=5[CH:20]=4)[O:11][CH2:10]3)[C:2]2=[O:22])(=[O:54])=[O:55])[CH2:57][CH2:58][O:59][CH2:60][CH2:61]1, predict the reactants needed to synthesize it. The reactants are: [NH:1]1[C:9]2[C:4](=[CH:5][CH:6]=[CH:7][CH:8]=2)[C:3]2([C:21]3[C:12](=[CH:13][C:14]4[O:19][CH2:18][CH2:17][O:16][C:15]=4[CH:20]=3)[O:11][CH2:10]2)[C:2]1=[O:22].N1C2C(=CC=CC=2)[C@@]2(C3C(=CC4OCCOC=4C=3)OC2)C1=O.Cl[CH2:46][C:47]1[CH:48]=[C:49]([S:53]([N:56]2[CH2:61][CH2:60][O:59][CH2:58][CH2:57]2)(=[O:55])=[O:54])[CH:50]=[CH:51][CH:52]=1.BrCCCCC. (3) Given the product [C:1]([O:5][C:6]([N:8]1[CH2:13][CH2:12][CH2:11][C@@H:10]([O:14][C:15]2[CH:20]=[C:19]([F:21])[CH:18]=[CH:17][C:16]=2[NH2:22])[CH2:9]1)=[O:7])([CH3:4])([CH3:2])[CH3:3], predict the reactants needed to synthesize it. The reactants are: [C:1]([O:5][C:6]([N:8]1[CH2:13][CH2:12][CH2:11][C@@H:10]([O:14][C:15]2[CH:20]=[C:19]([F:21])[CH:18]=[CH:17][C:16]=2[N+:22]([O-])=O)[CH2:9]1)=[O:7])([CH3:4])([CH3:3])[CH3:2].C([O-])=O.[NH4+]. (4) Given the product [N:1]1([C:5]2[N:14]=[C:13]3[C:8]([C:9](=[O:31])[C:10]([C:26]([OH:28])=[O:27])=[CH:11][N:12]3[CH2:15][C:16]3[CH:21]=[CH:20][C:19]([O:22][CH3:23])=[CH:18][C:17]=3[O:24][CH3:25])=[C:7]([CH3:32])[CH:6]=2)[CH2:2][CH2:3][CH2:4]1, predict the reactants needed to synthesize it. The reactants are: [N:1]1([C:5]2[N:14]=[C:13]3[C:8]([C:9](=[O:31])[C:10]([C:26]([O:28]CC)=[O:27])=[CH:11][N:12]3[CH2:15][C:16]3[CH:21]=[CH:20][C:19]([O:22][CH3:23])=[CH:18][C:17]=3[O:24][CH3:25])=[C:7]([CH3:32])[CH:6]=2)[CH2:4][CH2:3][CH2:2]1.O.[OH-].[Li+].Cl.